Dataset: Catalyst prediction with 721,799 reactions and 888 catalyst types from USPTO. Task: Predict which catalyst facilitates the given reaction. (1) Reactant: [NH2:1][C:2]1[C:11]2[N:12]=[C:13]([CH2:24][CH2:25][CH2:26][CH3:27])[N:14]([CH2:15][CH2:16][CH2:17][NH:18][CH2:19][CH2:20][N:21]([CH3:23])[CH3:22])[C:10]=2[C:9]2[CH:8]=[CH:7][CH:6]=[CH:5][C:4]=2[N:3]=1.[CH:28]([C:30]1[CH:35]=[CH:34][C:33]([CH2:36][C:37]([O:39][CH3:40])=[O:38])=[CH:32][CH:31]=1)=O.C(O[BH-](OC(=O)C)OC(=O)C)(=O)C.[Na+]. Product: [CH3:40][O:39][C:37](=[O:38])[CH2:36][C:33]1[CH:32]=[CH:31][C:30]([CH2:28][N:18]([CH2:17][CH2:16][CH2:15][N:14]2[C:10]3[C:9]4[CH:8]=[CH:7][CH:6]=[CH:5][C:4]=4[N:3]=[C:2]([NH2:1])[C:11]=3[N:12]=[C:13]2[CH2:24][CH2:25][CH2:26][CH3:27])[CH2:19][CH2:20][N:21]([CH3:22])[CH3:23])=[CH:35][CH:34]=1. The catalyst class is: 37. (2) Reactant: [CH3:1][C:2]1[CH:7]=[N:6][C:5]([CH3:8])=[CH:4][N:3]=1.[C:9]1([CH3:22])[CH:14]=[C:13]([CH3:15])[CH:12]=[C:11]([CH3:16])[C:10]=1[S:17]([O:20][NH2:21])(=[O:19])=[O:18].C(OCC)C. Product: [NH2:21][N+:3]1[CH:4]=[C:5]([CH3:8])[N:6]=[CH:7][C:2]=1[CH3:1].[CH3:16][C:11]1[CH:12]=[C:13]([CH3:15])[CH:14]=[C:9]([CH3:22])[C:10]=1[S:17]([O-:20])(=[O:19])=[O:18]. The catalyst class is: 4. (3) Reactant: [OH:1][C:2]1[C:10]([N+:11]([O-:13])=[O:12])=[CH:9][CH:8]=[CH:7][C:3]=1[C:4]([OH:6])=[O:5].[CH2:14](O)[CH3:15]. Product: [CH2:14]([O:5][C:4](=[O:6])[C:3]1[CH:7]=[CH:8][CH:9]=[C:10]([N+:11]([O-:13])=[O:12])[C:2]=1[OH:1])[CH3:15]. The catalyst class is: 33.